From a dataset of Peptide-MHC class I binding affinity with 185,985 pairs from IEDB/IMGT. Regression. Given a peptide amino acid sequence and an MHC pseudo amino acid sequence, predict their binding affinity value. This is MHC class I binding data. (1) The peptide sequence is AAAYFVGYLK. The MHC is HLA-A68:01 with pseudo-sequence HLA-A68:01. The binding affinity (normalized) is 0.993. (2) The peptide sequence is LSPRTLNA. The MHC is Mamu-B03 with pseudo-sequence Mamu-B03. The binding affinity (normalized) is 0. (3) The peptide sequence is NTPTFAIKK. The MHC is HLA-A33:01 with pseudo-sequence HLA-A33:01. The binding affinity (normalized) is 0.277. (4) The peptide sequence is FIVEHINAM. The MHC is HLA-B39:01 with pseudo-sequence HLA-B39:01. The binding affinity (normalized) is 0.493. (5) The peptide sequence is MELPTGVHA. The MHC is HLA-B40:01 with pseudo-sequence HLA-B40:01. The binding affinity (normalized) is 0.0643. (6) The peptide sequence is ILLLCLIFLL. The MHC is HLA-A02:02 with pseudo-sequence HLA-A02:02. The binding affinity (normalized) is 0.670.